This data is from NCI-60 drug combinations with 297,098 pairs across 59 cell lines. The task is: Regression. Given two drug SMILES strings and cell line genomic features, predict the synergy score measuring deviation from expected non-interaction effect. (1) Drug 1: CC1=CC2C(CCC3(C2CCC3(C(=O)C)OC(=O)C)C)C4(C1=CC(=O)CC4)C. Drug 2: C1=NNC2=C1C(=O)NC=N2. Cell line: NCI-H322M. Synergy scores: CSS=-12.0, Synergy_ZIP=3.55, Synergy_Bliss=-3.58, Synergy_Loewe=-7.77, Synergy_HSA=-8.20. (2) Drug 1: C1=CC(=CC=C1CCC2=CNC3=C2C(=O)NC(=N3)N)C(=O)NC(CCC(=O)O)C(=O)O. Drug 2: CC(C)NC(=O)C1=CC=C(C=C1)CNNC.Cl. Cell line: A498. Synergy scores: CSS=3.61, Synergy_ZIP=-7.36, Synergy_Bliss=-12.7, Synergy_Loewe=-27.8, Synergy_HSA=-13.7. (3) Drug 1: C1=C(C(=O)NC(=O)N1)F. Drug 2: CC12CCC3C(C1CCC2OP(=O)(O)O)CCC4=C3C=CC(=C4)OC(=O)N(CCCl)CCCl.[Na+]. Cell line: HCT116. Synergy scores: CSS=41.9, Synergy_ZIP=-2.57, Synergy_Bliss=-8.73, Synergy_Loewe=-18.1, Synergy_HSA=-6.43. (4) Drug 1: CNC(=O)C1=CC=CC=C1SC2=CC3=C(C=C2)C(=NN3)C=CC4=CC=CC=N4. Drug 2: C1=NNC2=C1C(=O)NC=N2. Cell line: OVCAR-4. Synergy scores: CSS=12.1, Synergy_ZIP=-1.15, Synergy_Bliss=-0.705, Synergy_Loewe=-2.13, Synergy_HSA=-0.445. (5) Drug 1: CC(C)NC(=O)C1=CC=C(C=C1)CNNC.Cl. Drug 2: CC12CCC3C(C1CCC2OP(=O)(O)O)CCC4=C3C=CC(=C4)OC(=O)N(CCCl)CCCl.[Na+]. Cell line: RXF 393. Synergy scores: CSS=15.7, Synergy_ZIP=-3.15, Synergy_Bliss=-1.88, Synergy_Loewe=-1.50, Synergy_HSA=-1.19. (6) Drug 1: C1=CC(=CC=C1C#N)C(C2=CC=C(C=C2)C#N)N3C=NC=N3. Drug 2: C1CC(C1)(C(=O)O)C(=O)O.[NH2-].[NH2-].[Pt+2]. Cell line: MOLT-4. Synergy scores: CSS=61.9, Synergy_ZIP=0.257, Synergy_Bliss=4.07, Synergy_Loewe=2.63, Synergy_HSA=3.73. (7) Drug 1: C1=NNC2=C1C(=O)NC=N2. Drug 2: B(C(CC(C)C)NC(=O)C(CC1=CC=CC=C1)NC(=O)C2=NC=CN=C2)(O)O. Cell line: HCT-15. Synergy scores: CSS=56.2, Synergy_ZIP=1.72, Synergy_Bliss=3.15, Synergy_Loewe=-56.9, Synergy_HSA=2.51. (8) Drug 1: CC1C(C(CC(O1)OC2CC(CC3=C2C(=C4C(=C3O)C(=O)C5=C(C4=O)C(=CC=C5)OC)O)(C(=O)CO)O)N)O.Cl. Drug 2: C(CCl)NC(=O)N(CCCl)N=O. Cell line: RPMI-8226. Synergy scores: CSS=69.7, Synergy_ZIP=-5.75, Synergy_Bliss=-6.81, Synergy_Loewe=-4.36, Synergy_HSA=-1.52. (9) Drug 1: CC1=C2C(C(=O)C3(C(CC4C(C3C(C(C2(C)C)(CC1OC(=O)C(C(C5=CC=CC=C5)NC(=O)C6=CC=CC=C6)O)O)OC(=O)C7=CC=CC=C7)(CO4)OC(=O)C)O)C)OC(=O)C. Drug 2: CCC1(C2=C(COC1=O)C(=O)N3CC4=CC5=C(C=CC(=C5CN(C)C)O)N=C4C3=C2)O.Cl. Cell line: HL-60(TB). Synergy scores: CSS=89.7, Synergy_ZIP=-0.796, Synergy_Bliss=-0.982, Synergy_Loewe=-1.34, Synergy_HSA=0.104. (10) Drug 1: CC1CCC2CC(C(=CC=CC=CC(CC(C(=O)C(C(C(=CC(C(=O)CC(OC(=O)C3CCCCN3C(=O)C(=O)C1(O2)O)C(C)CC4CCC(C(C4)OC)O)C)C)O)OC)C)C)C)OC. Drug 2: C1=NNC2=C1C(=O)NC=N2. Cell line: A549. Synergy scores: CSS=28.6, Synergy_ZIP=-7.24, Synergy_Bliss=-1.42, Synergy_Loewe=-81.1, Synergy_HSA=-1.83.